From a dataset of Forward reaction prediction with 1.9M reactions from USPTO patents (1976-2016). Predict the product of the given reaction. (1) Given the reactants [CH:1]([C:4]1[CH:15]=[CH:14][C:7]([CH2:8][N:9]2[CH2:12][CH:11]([OH:13])[CH2:10]2)=[CH:6][CH:5]=1)([CH3:3])[CH3:2].C(N(CC)CC)C.[CH3:23][S:24](Cl)(=[O:26])=[O:25], predict the reaction product. The product is: [CH:1]([C:4]1[CH:15]=[CH:14][C:7]([CH2:8][N:9]2[CH2:10][CH:11]([O:13][S:24]([CH3:23])(=[O:26])=[O:25])[CH2:12]2)=[CH:6][CH:5]=1)([CH3:3])[CH3:2]. (2) Given the reactants C(C1C(OC)=CC([CH2:11][C:12]([OH:14])=[O:13])=C(F)C=1)#N.C(OC(C)(C)C)(=O)CC(OC(C)(C)C)=O.[F:31][C:32]1[CH:39]=[C:38](F)[C:37]([O:41][CH3:42])=[CH:36][C:33]=1[C:34]#[N:35], predict the reaction product. The product is: [C:34]([C:33]1[C:32]([F:31])=[CH:39][C:38]([CH2:11][C:12]([OH:14])=[O:13])=[C:37]([O:41][CH3:42])[CH:36]=1)#[N:35]. (3) Given the reactants [CH3:1][O:2][C:3](=[O:12])[CH:4](O)[C:5]1[CH:10]=[CH:9][CH:8]=[CH:7][CH:6]=1.C(=O)([O-])[O-:14].[K+].[K+].[CH2:19]([O:21][C:22](=[O:27])[CH2:23][CH2:24][CH2:25]Br)[CH3:20], predict the reaction product. The product is: [CH3:1][O:2][C:3](=[O:12])[CH2:4][C:5]1[CH:10]=[CH:9][C:8]([O:14][CH2:25][CH2:24][CH2:23][C:22]([O:21][CH2:19][CH3:20])=[O:27])=[CH:7][CH:6]=1. (4) Given the reactants [NH2:1][C:2]1[N:7]=[CH:6][N:5]=[C:4]2[N:8]([CH:16]3[CH2:20][CH2:19][N:18]([C:21]4[CH:22]=[N:23][N:24]([C:29]5[CH:34]=[CH:33][C:32]([F:35])=[CH:31][CH:30]=5)[C:25]=4[CH:26]([CH3:28])[CH3:27])[C:17]3=[O:36])[N:9]=[C:10]([C:11]3[NH:12][CH2:13][CH2:14][N:15]=3)[C:3]=12.CC(OI1(OC(C)=O)(OC(C)=O)OC(=O)C2C=CC=CC1=2)=O, predict the reaction product. The product is: [NH2:1][C:2]1[N:7]=[CH:6][N:5]=[C:4]2[N:8]([CH:16]3[CH2:20][CH2:19][N:18]([C:21]4[CH:22]=[N:23][N:24]([C:29]5[CH:30]=[CH:31][C:32]([F:35])=[CH:33][CH:34]=5)[C:25]=4[CH:26]([CH3:27])[CH3:28])[C:17]3=[O:36])[N:9]=[C:10]([C:11]3[NH:12][CH:13]=[CH:14][N:15]=3)[C:3]=12.